Dataset: Forward reaction prediction with 1.9M reactions from USPTO patents (1976-2016). Task: Predict the product of the given reaction. (1) The product is: [NH:1]([C:2]1[CH:10]=[C:9]2[C:5]([CH2:6][CH2:7][C:8]2=[O:11])=[CH:4][CH:3]=1)[NH2:12]. Given the reactants [NH2:1][C:2]1[CH:10]=[C:9]2[C:5]([CH2:6][CH2:7][C:8]2=[O:11])=[CH:4][CH:3]=1.[N:12]([O-])=O.[Na+].O.O.Cl[Sn]Cl, predict the reaction product. (2) Given the reactants [CH:1]1([C:4]2([OH:22])[CH2:11][CH2:10][CH2:9][CH2:8][N:7](C(OCC3C=CC=CC=3)=O)[CH2:6][CH2:5]2)[CH2:3][CH2:2]1, predict the reaction product. The product is: [CH:1]1([C:4]2([OH:22])[CH2:11][CH2:10][CH2:9][CH2:8][NH:7][CH2:6][CH2:5]2)[CH2:2][CH2:3]1. (3) Given the reactants [CH2:1]=[CH:2][CH2:3][CH:4]([OH:10])[CH2:5][CH2:6][CH2:7][CH2:8][CH3:9].ICC(N)=O.N(/C(C#N)(C)C[CH2:20][C:21]([OH:23])=[O:22])=N\C(C#N)(C)C[CH2:20][C:21]([OH:23])=[O:22].[Mn]([O-])(=O)(=O)=O.[K+].C(O)=CCCCCCCC, predict the reaction product. The product is: [OH:10][CH:4]([CH2:5][CH2:6][CH2:7][CH2:8][CH3:9])[CH2:3][CH:2]1[O:23][C:21](=[O:22])[CH2:20][CH2:1]1. (4) The product is: [Cl:1][C:2]1[CH:10]=[C:9]2[C:5]([C:6]([CH:11]=[O:12])=[CH:7][N:8]2[S:23]([C:20]2[CH:21]=[CH:22][C:17]([O:16][CH3:15])=[C:18]([N:27]3[CH2:32][CH2:31][N:30]([C:33](=[O:38])[C:34]([Cl:37])([Cl:35])[Cl:36])[CH2:29][CH2:28]3)[CH:19]=2)(=[O:25])=[O:24])=[CH:4][CH:3]=1. Given the reactants [Cl:1][C:2]1[CH:10]=[C:9]2[C:5]([C:6]([CH:11]=[O:12])=[CH:7][NH:8]2)=[CH:4][CH:3]=1.[H-].[Na+].[CH3:15][O:16][C:17]1[CH:22]=[CH:21][C:20]([S:23](Cl)(=[O:25])=[O:24])=[CH:19][C:18]=1[N:27]1[CH2:32][CH2:31][N:30]([C:33](=[O:38])[C:34]([Cl:37])([Cl:36])[Cl:35])[CH2:29][CH2:28]1, predict the reaction product. (5) Given the reactants [CH2:1]([N:3]([CH2:6][CH3:7])[CH2:4][CH3:5])[CH3:2].[C:8](=[O:11])([OH:10])[O-:9].[NH4+], predict the reaction product. The product is: [C:8](=[O:9])([OH:11])[OH:10].[CH2:1]([N:3]([CH2:6][CH3:7])[CH2:4][CH3:5])[CH3:2].